Dataset: Peptide-MHC class I binding affinity with 185,985 pairs from IEDB/IMGT. Task: Regression. Given a peptide amino acid sequence and an MHC pseudo amino acid sequence, predict their binding affinity value. This is MHC class I binding data. (1) The peptide sequence is YMTLQAVTF. The MHC is HLA-A69:01 with pseudo-sequence HLA-A69:01. The binding affinity (normalized) is 0.296. (2) The peptide sequence is YFTEVYYQL. The MHC is HLA-A30:02 with pseudo-sequence HLA-A30:02. The binding affinity (normalized) is 0. (3) The peptide sequence is KFKRKLMYV. The MHC is HLA-A11:01 with pseudo-sequence HLA-A11:01. The binding affinity (normalized) is 0.0847. (4) The peptide sequence is IPQSLDYWWTSL. The binding affinity (normalized) is 0.957. The MHC is H-2-Ld with pseudo-sequence H-2-Ld. (5) The binding affinity (normalized) is 0.911. The peptide sequence is LLMDALKLSI. The MHC is HLA-A02:01 with pseudo-sequence HLA-A02:01. (6) The peptide sequence is HPVGEADYF. The MHC is HLA-A02:02 with pseudo-sequence HLA-A02:02. The binding affinity (normalized) is 0.361.